Task: Predict which catalyst facilitates the given reaction.. Dataset: Catalyst prediction with 721,799 reactions and 888 catalyst types from USPTO (1) Reactant: C(N(CC)CC)C.[CH3:8][C:9]1[CH:32]=[CH:31][CH:30]=[C:29]([CH3:33])[C:10]=1[CH2:11][O:12][C:13]1[CH:14]=[C:15]([C:19](=[O:28])[CH:20](Br)[CH2:21][C:22]([O:24][CH2:25][CH3:26])=[O:23])[CH:16]=[CH:17][CH:18]=1. Product: [CH3:33][C:29]1[CH:30]=[CH:31][CH:32]=[C:9]([CH3:8])[C:10]=1[CH2:11][O:12][C:13]1[CH:14]=[C:15]([C:19](=[O:28])[CH:20]=[CH:21][C:22]([O:24][CH2:25][CH3:26])=[O:23])[CH:16]=[CH:17][CH:18]=1. The catalyst class is: 53. (2) Reactant: Cl.[Br:2][C:3]1[C:4]([S:9]([CH:12]2[CH2:17][CH2:16][CH2:15][NH:14][CH2:13]2)(=[O:11])=[O:10])=[N:5][CH:6]=[CH:7][CH:8]=1.[C:18](Cl)(=[O:20])[CH3:19].CCN(CC)CC.C([O-])(O)=O.[Na+]. Product: [Br:2][C:3]1[C:4]([S:9]([CH:12]2[CH2:17][CH2:16][CH2:15][N:14]([C:18](=[O:20])[CH3:19])[CH2:13]2)(=[O:10])=[O:11])=[N:5][CH:6]=[CH:7][CH:8]=1. The catalyst class is: 2. (3) Reactant: [N:1]1[CH:6]=[CH:5][CH:4]=[CH:3][C:2]=1[C:7]([OH:9])=O.C1CCC(N=C=NC2CCCCC2)CC1.[C:25]([O:28][C@H:29]([C:32]#[C:33][C:34]#[C:35][C@H:36]([NH2:46])[CH2:37][CH2:38][CH2:39][CH2:40][CH2:41][CH2:42][CH2:43][CH2:44][CH3:45])[CH:30]=[CH2:31])(=[O:27])[CH3:26]. Product: [C:25]([O:28][C@H:29]([C:32]#[C:33][C:34]#[C:35][C@H:36]([NH:46][C:7](=[O:9])[C:2]1[CH:3]=[CH:4][CH:5]=[CH:6][N:1]=1)[CH2:37][CH2:38][CH2:39][CH2:40][CH2:41][CH2:42][CH2:43][CH2:44][CH3:45])[CH:30]=[CH2:31])(=[O:27])[CH3:26]. The catalyst class is: 64. (4) Reactant: COC1C=CC(C[O:10][CH2:11][CH2:12][C:13]2[C:14]([CH3:29])=[N:15][C:16]3[CH2:17][CH2:18][CH2:19][CH2:20][C:21]=3[C:22]=2[C:23]2[CH:28]=[CH:27][CH:26]=[CH:25][CH:24]=2)=CC=1.FC(F)(F)C(O)=O.C(=O)([O-])O.[Na+]. Product: [CH3:29][C:14]1[C:13]([CH2:12][CH2:11][OH:10])=[C:22]([C:23]2[CH:24]=[CH:25][CH:26]=[CH:27][CH:28]=2)[C:21]2[CH2:20][CH2:19][CH2:18][CH2:17][C:16]=2[N:15]=1. The catalyst class is: 4.